Dataset: NCI-60 drug combinations with 297,098 pairs across 59 cell lines. Task: Regression. Given two drug SMILES strings and cell line genomic features, predict the synergy score measuring deviation from expected non-interaction effect. (1) Drug 2: C1CC(=O)NC(=O)C1N2C(=O)C3=CC=CC=C3C2=O. Cell line: OVCAR-8. Drug 1: CC1=C2C(C(=O)C3(C(CC4C(C3C(C(C2(C)C)(CC1OC(=O)C(C(C5=CC=CC=C5)NC(=O)C6=CC=CC=C6)O)O)OC(=O)C7=CC=CC=C7)(CO4)OC(=O)C)O)C)OC(=O)C. Synergy scores: CSS=37.2, Synergy_ZIP=-0.621, Synergy_Bliss=-3.51, Synergy_Loewe=-34.8, Synergy_HSA=-3.91. (2) Drug 1: B(C(CC(C)C)NC(=O)C(CC1=CC=CC=C1)NC(=O)C2=NC=CN=C2)(O)O. Drug 2: CC1C(C(CC(O1)OC2CC(CC3=C2C(=C4C(=C3O)C(=O)C5=C(C4=O)C(=CC=C5)OC)O)(C(=O)CO)O)N)O.Cl. Cell line: A498. Synergy scores: CSS=66.8, Synergy_ZIP=-1.56, Synergy_Bliss=-1.86, Synergy_Loewe=-0.511, Synergy_HSA=0.376. (3) Drug 1: CCN(CC)CCNC(=O)C1=C(NC(=C1C)C=C2C3=C(C=CC(=C3)F)NC2=O)C. Drug 2: CNC(=O)C1=NC=CC(=C1)OC2=CC=C(C=C2)NC(=O)NC3=CC(=C(C=C3)Cl)C(F)(F)F. Cell line: SR. Synergy scores: CSS=2.12, Synergy_ZIP=-0.739, Synergy_Bliss=-2.08, Synergy_Loewe=-1.72, Synergy_HSA=-3.29. (4) Drug 1: CC=C1C(=O)NC(C(=O)OC2CC(=O)NC(C(=O)NC(CSSCCC=C2)C(=O)N1)C(C)C)C(C)C. Drug 2: CC1CCCC2(C(O2)CC(NC(=O)CC(C(C(=O)C(C1O)C)(C)C)O)C(=CC3=CSC(=N3)C)C)C. Cell line: HOP-62. Synergy scores: CSS=51.6, Synergy_ZIP=0.216, Synergy_Bliss=-1.55, Synergy_Loewe=-3.27, Synergy_HSA=3.92. (5) Drug 1: C1=NC2=C(N=C(N=C2N1C3C(C(C(O3)CO)O)F)Cl)N. Drug 2: CC1=C(C(=CC=C1)Cl)NC(=O)C2=CN=C(S2)NC3=CC(=NC(=N3)C)N4CCN(CC4)CCO. Cell line: HL-60(TB). Synergy scores: CSS=18.9, Synergy_ZIP=2.18, Synergy_Bliss=2.08, Synergy_Loewe=-16.7, Synergy_HSA=0.733. (6) Drug 1: COC1=CC(=CC(=C1O)OC)C2C3C(COC3=O)C(C4=CC5=C(C=C24)OCO5)OC6C(C(C7C(O6)COC(O7)C8=CC=CS8)O)O. Drug 2: C1=NC(=NC(=O)N1C2C(C(C(O2)CO)O)O)N. Cell line: MCF7. Synergy scores: CSS=36.7, Synergy_ZIP=2.69, Synergy_Bliss=2.26, Synergy_Loewe=-5.46, Synergy_HSA=2.96.